Dataset: NCI-60 drug combinations with 297,098 pairs across 59 cell lines. Task: Regression. Given two drug SMILES strings and cell line genomic features, predict the synergy score measuring deviation from expected non-interaction effect. (1) Drug 1: CC(C)CN1C=NC2=C1C3=CC=CC=C3N=C2N. Drug 2: COCCOC1=C(C=C2C(=C1)C(=NC=N2)NC3=CC=CC(=C3)C#C)OCCOC.Cl. Cell line: SF-268. Synergy scores: CSS=-0.588, Synergy_ZIP=0.951, Synergy_Bliss=1.32, Synergy_Loewe=0.775, Synergy_HSA=-0.104. (2) Drug 1: CN1C(=O)N2C=NC(=C2N=N1)C(=O)N. Drug 2: CCN(CC)CCNC(=O)C1=C(NC(=C1C)C=C2C3=C(C=CC(=C3)F)NC2=O)C. Cell line: OVCAR-5. Synergy scores: CSS=-5.41, Synergy_ZIP=1.96, Synergy_Bliss=-4.31, Synergy_Loewe=-4.95, Synergy_HSA=-7.44. (3) Drug 1: C1=C(C(=O)NC(=O)N1)F. Drug 2: COC1=C2C(=CC3=C1OC=C3)C=CC(=O)O2. Cell line: SF-295. Synergy scores: CSS=29.5, Synergy_ZIP=-2.34, Synergy_Bliss=-5.04, Synergy_Loewe=-7.44, Synergy_HSA=-4.57. (4) Drug 1: C1CCC(CC1)NC(=O)N(CCCl)N=O. Drug 2: CN(C(=O)NC(C=O)C(C(C(CO)O)O)O)N=O. Cell line: SK-OV-3. Synergy scores: CSS=5.81, Synergy_ZIP=-2.90, Synergy_Bliss=-3.12, Synergy_Loewe=-5.61, Synergy_HSA=-2.56. (5) Drug 1: CCCS(=O)(=O)NC1=C(C(=C(C=C1)F)C(=O)C2=CNC3=C2C=C(C=N3)C4=CC=C(C=C4)Cl)F. Drug 2: CCCCC(=O)OCC(=O)C1(CC(C2=C(C1)C(=C3C(=C2O)C(=O)C4=C(C3=O)C=CC=C4OC)O)OC5CC(C(C(O5)C)O)NC(=O)C(F)(F)F)O. Cell line: SN12C. Synergy scores: CSS=2.93, Synergy_ZIP=-0.555, Synergy_Bliss=-0.0664, Synergy_Loewe=-5.94, Synergy_HSA=-2.05. (6) Drug 1: CCC(=C(C1=CC=CC=C1)C2=CC=C(C=C2)OCCN(C)C)C3=CC=CC=C3.C(C(=O)O)C(CC(=O)O)(C(=O)O)O. Drug 2: CN(C(=O)NC(C=O)C(C(C(CO)O)O)O)N=O. Cell line: SN12C. Synergy scores: CSS=-0.705, Synergy_ZIP=2.05, Synergy_Bliss=3.72, Synergy_Loewe=-0.490, Synergy_HSA=0.0662.